From a dataset of Forward reaction prediction with 1.9M reactions from USPTO patents (1976-2016). Predict the product of the given reaction. (1) Given the reactants [S:1]1(=[O:8])(=[O:7])[CH2:6][CH2:5][CH2:4][CH2:3][NH:2]1.Br[C:10]1[CH:11]=[CH:12][C:13]([C:16]([N:18]2[CH2:23][CH2:22][N:21]([C:24]3[C:29]([CH3:30])=[CH:28][C:27]([CH3:31])=[CH:26][N:25]=3)[CH2:20][CH2:19]2)=[O:17])=[N:14][CH:15]=1, predict the reaction product. The product is: [CH3:30][C:29]1[C:24]([N:21]2[CH2:22][CH2:23][N:18]([C:16]([C:13]3[CH:12]=[CH:11][C:10]([N:2]4[CH2:3][CH2:4][CH2:5][CH2:6][S:1]4(=[O:8])=[O:7])=[CH:15][N:14]=3)=[O:17])[CH2:19][CH2:20]2)=[N:25][CH:26]=[C:27]([CH3:31])[CH:28]=1. (2) Given the reactants [CH3:1][C:2]1[CH:7]=[C:6]([CH3:8])[NH:5][C:4](=[O:9])[C:3]=1[CH2:10][NH:11][C:12]([C:14]1[CH:15]=[C:16]([C:30]2[CH:35]=[CH:34][C:33]([CH:36]=O)=[CH:32][C:31]=2[F:38])[CH:17]=[C:18]([N:21]([CH2:28][CH3:29])[CH:22]2[CH2:27][CH2:26][O:25][CH2:24][CH2:23]2)[C:19]=1[CH3:20])=[O:13].[NH:39]1[CH2:44][CH2:43][O:42][CH2:41][CH2:40]1.C(O)(=O)C.C(O[BH-](OC(=O)C)OC(=O)C)(=O)C.[Na+], predict the reaction product. The product is: [CH3:1][C:2]1[CH:7]=[C:6]([CH3:8])[NH:5][C:4](=[O:9])[C:3]=1[CH2:10][NH:11][C:12]([C:14]1[CH:15]=[C:16]([C:30]2[CH:35]=[CH:34][C:33]([CH2:36][N:39]3[CH2:44][CH2:43][O:42][CH2:41][CH2:40]3)=[CH:32][C:31]=2[F:38])[CH:17]=[C:18]([N:21]([CH2:28][CH3:29])[CH:22]2[CH2:27][CH2:26][O:25][CH2:24][CH2:23]2)[C:19]=1[CH3:20])=[O:13].